Dataset: Forward reaction prediction with 1.9M reactions from USPTO patents (1976-2016). Task: Predict the product of the given reaction. (1) Given the reactants [CH:1]([C:4]1[C:5]([OH:13])=[C:6]([CH:10]=[CH:11][CH:12]=1)[C:7]([OH:9])=O)([CH3:3])[CH3:2].O[NH:15][C:16]([C:18]1[C:23]([CH3:24])=[CH:22][CH:21]=[CH:20][N:19]=1)=[NH:17], predict the reaction product. The product is: [CH:1]([C:4]1[CH:12]=[CH:11][CH:10]=[C:6]([C:7]2[O:9][N:17]=[C:16]([C:18]3[C:23]([CH3:24])=[CH:22][CH:21]=[CH:20][N:19]=3)[N:15]=2)[C:5]=1[OH:13])([CH3:2])[CH3:3]. (2) Given the reactants [OH-].[Na+].[F:3][C:4]1[CH:37]=[CH:36][C:7]([NH:8][C:9]([N:11]([CH3:35])[C:12]2[CH:34]=[CH:33][C:15]([O:16][C:17]3[C:26]4[C:21](=[CH:22][C:23]([O:31][CH3:32])=[C:24]([C:27]([O:29]C)=[O:28])[CH:25]=4)[N:20]=[CH:19][CH:18]=3)=[CH:14][CH:13]=2)=[O:10])=[CH:6][CH:5]=1.Cl, predict the reaction product. The product is: [F:3][C:4]1[CH:5]=[CH:6][C:7]([NH:8][C:9]([N:11]([CH3:35])[C:12]2[CH:34]=[CH:33][C:15]([O:16][C:17]3[C:26]4[C:21](=[CH:22][C:23]([O:31][CH3:32])=[C:24]([C:27]([OH:29])=[O:28])[CH:25]=4)[N:20]=[CH:19][CH:18]=3)=[CH:14][CH:13]=2)=[O:10])=[CH:36][CH:37]=1. (3) Given the reactants [F:1][CH:2]([F:18])[C:3]1[N:7]2[N:8]=[C:9]([N:12]3[CH2:17][CH2:16][NH:15][CH2:14][CH2:13]3)[CH:10]=[CH:11][C:6]2=[N:5][N:4]=1.[F:19][CH:20]([F:30])[C:21]1[CH:28]=[CH:27][C:26]([F:29])=[CH:25][C:22]=1[CH:23]=O, predict the reaction product. The product is: [F:18][CH:2]([F:1])[C:3]1[N:7]2[N:8]=[C:9]([N:12]3[CH2:13][CH2:14][N:15]([CH2:23][C:22]4[CH:25]=[C:26]([F:29])[CH:27]=[CH:28][C:21]=4[CH:20]([F:30])[F:19])[CH2:16][CH2:17]3)[CH:10]=[CH:11][C:6]2=[N:5][N:4]=1. (4) Given the reactants [NH2:1][C:2]1[CH:3]=[C:4]([CH:16]=[CH:17][C:18]=1[Cl:19])[C:5]([NH:7][C@@H:8]([C:10]1[CH:15]=[CH:14][CH:13]=[CH:12][CH:11]=1)[CH3:9])=[O:6].C(N(C(C)C)C(C)C)C.Cl[C:30](=[O:36])[CH2:31][C:32]([O:34][CH3:35])=[O:33], predict the reaction product. The product is: [CH3:35][O:34][C:32](=[O:33])[CH2:31][C:30]([NH:1][C:2]1[CH:3]=[C:4]([C:5](=[O:6])[NH:7][C@@H:8]([C:10]2[CH:15]=[CH:14][CH:13]=[CH:12][CH:11]=2)[CH3:9])[CH:16]=[CH:17][C:18]=1[Cl:19])=[O:36]. (5) Given the reactants [OH:1][C:2]1[CH:3]=[CH:4][C:5]2[C:10](=[O:11])[O:9][C:8]([CH3:13])([CH3:12])[O:7][C:6]=2[CH:14]=1.[Br:15][CH2:16][CH2:17][CH2:18]Br.C([O-])([O-])=O.[K+].[K+], predict the reaction product. The product is: [Br:15][CH2:16][CH2:17][CH2:18][O:1][C:2]1[CH:3]=[CH:4][C:5]2[C:10](=[O:11])[O:9][C:8]([CH3:12])([CH3:13])[O:7][C:6]=2[CH:14]=1. (6) Given the reactants [NH2:1][C:2]1[C:6]([C:7]([OH:9])=O)=[CH:5][N:4]([C:10]2[N:15]=[C:14]([C:16]3[CH:21]=[CH:20][C:19]([N:22]([CH3:24])[CH3:23])=[CH:18][CH:17]=3)[CH:13]=[CH:12][N:11]=2)[N:3]=1.[CH3:25][N:26]1[CH2:31][CH2:30][N:29]([CH2:32][CH2:33][C:34]2[CH:39]=[CH:38][C:37]([NH2:40])=[CH:36][CH:35]=2)[CH2:28][CH2:27]1.CN(C(ON1N=NC2C=CC=CC1=2)=[N+](C)C)C.F[P-](F)(F)(F)(F)F, predict the reaction product. The product is: [CH3:25][N:26]1[CH2:31][CH2:30][N:29]([CH2:32][CH2:33][C:34]2[CH:35]=[CH:36][C:37]([NH:40][C:7]([C:6]3[C:2]([NH2:1])=[N:3][N:4]([C:10]4[N:15]=[C:14]([C:16]5[CH:17]=[CH:18][C:19]([N:22]([CH3:23])[CH3:24])=[CH:20][CH:21]=5)[CH:13]=[CH:12][N:11]=4)[CH:5]=3)=[O:9])=[CH:38][CH:39]=2)[CH2:28][CH2:27]1. (7) Given the reactants [Na].[CH:2]1([C:5](=[O:7])[CH3:6])[CH2:4][CH2:3]1.[C:8](OCC)(=[O:14])[C:9]([O:11][CH2:12][CH3:13])=[O:10].Cl, predict the reaction product. The product is: [CH:2]1([C:5](=[O:7])[CH2:6][C:8](=[O:14])[C:9]([O:11][CH2:12][CH3:13])=[O:10])[CH2:4][CH2:3]1. (8) Given the reactants [CH2:1]([NH:8][C:9]1[CH:14]=[CH:13][C:12]([N+:15]([O-])=O)=[CH:11][N:10]=1)[C:2]1[CH:7]=[CH:6][CH:5]=[CH:4][CH:3]=1, predict the reaction product. The product is: [CH2:1]([NH:8][C:9]1[CH:14]=[CH:13][C:12]([NH2:15])=[CH:11][N:10]=1)[C:2]1[CH:3]=[CH:4][CH:5]=[CH:6][CH:7]=1.